This data is from hERG potassium channel inhibition data for cardiac toxicity prediction from Karim et al.. The task is: Regression/Classification. Given a drug SMILES string, predict its toxicity properties. Task type varies by dataset: regression for continuous values (e.g., LD50, hERG inhibition percentage) or binary classification for toxic/non-toxic outcomes (e.g., AMES mutagenicity, cardiotoxicity, hepatotoxicity). Dataset: herg_karim. (1) The compound is CC1CCCN1CCc1ccc2nc(-c3cccs3)ccc2c1. The result is 1 (blocker). (2) The compound is Cc1cc(CN(C)C)ccc1OC1CN(C(=O)c2nnc(-c3ccccc3)o2)C1. The result is 1 (blocker). (3) The molecule is CCN1CCN(c2cc3[nH]c(S[C@]4(C)CC[C@@H](NC(C)=O)CC4)nc3cc2Cl)CC1. The result is 0 (non-blocker). (4) The compound is CC(C)n1nc(C(=O)NCC2CCN(CCc3ccc(N)cc3)CC2)c2ccccc21.Cl.Cl. The result is 0 (non-blocker). (5) The molecule is N#Cc1ccc(OCCCN2CC3CN(CCNS(=O)(=O)c4cccc(C#N)c4)CC(C2)O3)cc1. The result is 0 (non-blocker). (6) The result is 1 (blocker). The drug is CC(C)(O)[C@]1(C(=O)NCc2cc(C(F)(F)F)cc(C(F)(F)F)c2)CC[C@@H](N2CCC(c3ccc(F)cc3)CC2)C1. (7) The molecule is COCc1c(Cl)ccc2c1CCC2c1ncc[nH]1. The result is 0 (non-blocker).